This data is from Reaction yield outcomes from USPTO patents with 853,638 reactions. The task is: Predict the reaction yield, written as a fraction of the theoretical maximum amount of product (1.0 means a 100% yield; for example, 0.34 means a 34% yield). (1) The reactants are [S:1]([N:11]1[C:15]2=[N:16][CH:17]=[C:18]([CH2:20][NH:21][C:22]([CH:24]3[CH2:29][CH2:28][CH2:27][CH2:26][CH2:25]3)=O)[N:19]=[C:14]2[CH:13]=[CH:12]1)([C:4]1[CH:10]=[CH:9][C:7]([CH3:8])=[CH:6][CH:5]=1)(=[O:3])=[O:2].O(C1C=CC(P2(=S)SP(=S)(C3C=CC(OC4C=CC=CC=4)=CC=3)S2)=CC=1)C1C=CC=CC=1. The catalyst is C1COCC1.CCOC(C)=O.C([O-])(=O)C.[Hg+2].C([O-])(=O)C. The product is [CH:24]1([C:22]2[N:19]3[C:14]4[CH:13]=[CH:12][N:11]([S:1]([C:4]5[CH:10]=[CH:9][C:7]([CH3:8])=[CH:6][CH:5]=5)(=[O:3])=[O:2])[C:15]=4[N:16]=[CH:17][C:18]3=[CH:20][N:21]=2)[CH2:29][CH2:28][CH2:27][CH2:26][CH2:25]1. The yield is 0.250. (2) The reactants are C1(P(C2C=CC=CC=2)C2C=CC3C(=CC=CC=3)C=2C2C3C(=CC=CC=3)C=CC=2P(C2C=CC=CC=2)C2C=CC=CC=2)C=CC=CC=1.[C:47]([Si:51]([O:54][C:55]1[CH:60]=[CH:59][C:58](I)=[CH:57][CH:56]=1)([CH3:53])[CH3:52])([CH3:50])([CH3:49])[CH3:48].[O:62]1[CH2:67][CH2:66][CH2:65][CH2:64][CH:63]1[O:68][CH2:69][CH2:70][O:71][CH:72]1[CH2:75][NH:74][CH2:73]1.CC(C)([O-])C.[Na+]. The catalyst is C1(C)C=CC=CC=1.C([O-])(=O)C.[Pd+2].C([O-])(=O)C.O. The product is [Si:51]([O:54][C:55]1[CH:60]=[CH:59][C:58]([N:74]2[CH2:73][CH:72]([O:71][CH2:70][CH2:69][O:68][CH:63]3[CH2:64][CH2:65][CH2:66][CH2:67][O:62]3)[CH2:75]2)=[CH:57][CH:56]=1)([C:47]([CH3:50])([CH3:49])[CH3:48])([CH3:53])[CH3:52]. The yield is 0.650. (3) The reactants are [C:1]1([C:7]2[CH:12]=[C:11]([CH:13]3[CH2:18][CH2:17][N:16]([O:19][CH3:20])[CH2:15][CH2:14]3)[CH:10]=[CH:9][C:8]=2[NH:21][C:22]([C:24]2[N:25](COCC[Si](C)(C)C)[CH:26]=[C:27]([C:29]#[N:30])[N:28]=2)=[O:23])[CH2:6][CH2:5][CH2:4][CH2:3][CH:2]=1.[C:39]([OH:45])([C:41]([F:44])([F:43])[F:42])=[O:40]. The catalyst is C(Cl)Cl.CCO. The product is [F:42][C:41]([F:44])([F:43])[C:39]([OH:45])=[O:40].[C:1]1([C:7]2[CH:12]=[C:11]([CH:13]3[CH2:18][CH2:17][N:16]([O:19][CH3:20])[CH2:15][CH2:14]3)[CH:10]=[CH:9][C:8]=2[NH:21][C:22]([C:24]2[NH:28][C:27]([C:29]#[N:30])=[CH:26][N:25]=2)=[O:23])[CH2:6][CH2:5][CH2:4][CH2:3][CH:2]=1. The yield is 0.580. (4) The reactants are [NH:1]1[C:9]2[C:4](=[CH:5][CH:6]=[CH:7][CH:8]=2)[C:3]([C:10]([O:12][CH3:13])=[O:11])=[N:2]1.CC(C)([O-])C.[K+].[F:20][C:21]1[CH:28]=[CH:27][C:24]([CH2:25]Br)=[CH:23][CH:22]=1. The catalyst is C1COCC1. The product is [F:20][C:21]1[CH:28]=[CH:27][C:24]([CH2:25][N:1]2[C:9]3[C:4](=[CH:5][CH:6]=[CH:7][CH:8]=3)[C:3]([C:10]([O:12][CH3:13])=[O:11])=[N:2]2)=[CH:23][CH:22]=1. The yield is 0.920. (5) The yield is 0.610. The reactants are [CH3:1][NH:2][C:3]([C:5]1[NH:6][C:7]2[C:12]([C:13]=1[CH:14]=[CH2:15])=[CH:11][CH:10]=[CH:9][CH:8]=2)=O.[H-].[Al+3].[Li+].[H-].[H-].[H-]. The product is [CH3:1][NH:2][CH2:3][C:5]1[NH:6][C:7]2[C:12]([C:13]=1[CH:14]=[CH2:15])=[CH:11][CH:10]=[CH:9][CH:8]=2. The catalyst is O1CCOCC1. (6) The reactants are Cl.O1CCOCC1.[O:8]=[C:9]([N:29]1[CH2:34][CH2:33][C:32]2([CH2:39][CH2:38][N:37]([C:40]3[CH:45]=[CH:44][N:43]=[CH:42][CH:41]=3)[CH2:36][CH2:35]2)[CH2:31][CH2:30]1)[CH2:10][N:11]1[C:19]2[C:14](=[CH:15][CH:16]=[CH:17][C:18]=2[CH2:20][NH:21]C(=O)OC(C)(C)C)[CH:13]=[CH:12]1. The catalyst is O1CCOCC1. The product is [NH2:21][CH2:20][C:18]1[CH:17]=[CH:16][CH:15]=[C:14]2[C:19]=1[N:11]([CH2:10][C:9]([N:29]1[CH2:34][CH2:33][C:32]3([CH2:35][CH2:36][N:37]([C:40]4[CH:41]=[CH:42][N:43]=[CH:44][CH:45]=4)[CH2:38][CH2:39]3)[CH2:31][CH2:30]1)=[O:8])[CH:12]=[CH:13]2. The yield is 0.450. (7) The reactants are [Cl:1][C:2]1[CH:7]=[CH:6][C:5]([N:8]2[CH:13]=[CH:12][C:11](=[O:14])[C:10]([C:15](=O)[CH:16]=[CH:17][N:18](C)C)=[N:9]2)=[CH:4][CH:3]=1.[C:22]1([NH:28]N)[CH:27]=[CH:26][CH:25]=[CH:24][CH:23]=1. The catalyst is CO. The product is [Cl:1][C:2]1[CH:3]=[CH:4][C:5]([N:8]2[CH:13]=[CH:12][C:11](=[O:14])[C:10]([C:15]3[N:28]([C:22]4[CH:27]=[CH:26][CH:25]=[CH:24][CH:23]=4)[N:18]=[CH:17][CH:16]=3)=[N:9]2)=[CH:6][CH:7]=1. The yield is 0.0800.